This data is from Full USPTO retrosynthesis dataset with 1.9M reactions from patents (1976-2016). The task is: Predict the reactants needed to synthesize the given product. Given the product [CH3:22][S:23]([OH:26])(=[O:25])=[O:24].[CH3:17][N:4]1[CH2:5][CH2:6][CH2:7][C:2]2([CH3:1])[CH2:14][C:13]3[C:8]([CH:3]12)=[CH:9][CH:10]=[CH:11][CH:12]=3, predict the reactants needed to synthesize it. The reactants are: [CH3:1][C:2]12[CH2:14][C:13]3[C:8](=[CH:9][CH:10]=[CH:11][CH:12]=3)[CH:3]1[NH:4][CH2:5][CH2:6][CH2:7]2.C=O.[C:17](=O)([O-])O.[Na+].[CH3:22][S:23]([O-:26])(=[O:25])=[O:24].CS(O)(=O)=O.